Dataset: Catalyst prediction with 721,799 reactions and 888 catalyst types from USPTO. Task: Predict which catalyst facilitates the given reaction. Reactant: [Cl:1][C:2]1[N:3]=[C:4]([N:14]2[CH2:19][CH2:18][O:17][CH2:16][CH2:15]2)[C:5]2[N:11]=[C:10]([CH2:12][NH2:13])[CH:9]=[CH:8][C:6]=2[N:7]=1.[CH3:20][CH:21]([CH3:25])[C:22](O)=[O:23].ON1C2C=CC=CC=2N=N1.Cl.CN(C)CCCN=C=NCC.C(N(CC)CC)C. Product: [Cl:1][C:2]1[N:3]=[C:4]([N:14]2[CH2:15][CH2:16][O:17][CH2:18][CH2:19]2)[C:5]2[N:11]=[C:10]([CH2:12][NH:13][C:22](=[O:23])[CH:21]([CH3:25])[CH3:20])[CH:9]=[CH:8][C:6]=2[N:7]=1. The catalyst class is: 9.